This data is from Reaction yield outcomes from USPTO patents with 853,638 reactions. The task is: Predict the reaction yield, written as a fraction of the theoretical maximum amount of product (1.0 means a 100% yield; for example, 0.34 means a 34% yield). (1) The reactants are [F:1][C:2]1[CH:7]=[CH:6][C:5]([N+:8]([O-:10])=[O:9])=[CH:4][C:3]=1[CH2:11][C:12]([OH:14])=[O:13].OS(O)(=O)=O.O.[CH3:21]O. No catalyst specified. The product is [F:1][C:2]1[CH:7]=[CH:6][C:5]([N+:8]([O-:10])=[O:9])=[CH:4][C:3]=1[CH2:11][C:12]([O:14][CH3:21])=[O:13]. The yield is 0.934. (2) The reactants are [CH:1]1([N:7]2[CH2:11][CH2:10][CH:9]([CH2:12][C:13]3[C:18]([Cl:19])=[CH:17][C:16]([C:20]4[CH:25]=[CH:24][C:23]([OH:26])=[CH:22][CH:21]=4)=[CH:15][C:14]=3[Cl:27])[C:8]2=[O:28])[CH2:6][CH2:5][CH2:4][CH2:3][CH2:2]1.CC(C)([O-])C.[K+].[C:35]1(=[O:39])[O:38][CH2:37][CH2:36]1. The catalyst is C1COCC1. The product is [Cl:19][C:18]1[CH:17]=[C:16]([C:20]2[CH:25]=[CH:24][C:23]([O:26][CH2:37][CH2:36][C:35]([OH:39])=[O:38])=[CH:22][CH:21]=2)[CH:15]=[C:14]([Cl:27])[C:13]=1[CH2:12][CH:9]1[CH2:10][CH2:11][N:7]([CH:1]2[CH2:6][CH2:5][CH2:4][CH2:3][CH2:2]2)[C:8]1=[O:28]. The yield is 0.110. (3) The reactants are C([O:3][C:4]([CH2:6][C:7]1[C:16]2[C:11](=[CH:12][C:13]([O:17][CH2:18][C:19]3[CH:24]=[CH:23][CH:22]=[C:21]([Cl:25])[CH:20]=3)=[CH:14][CH:15]=2)[O:10][C:9](=[O:26])[CH:8]=1)=O)C.[CH3:27][NH2:28]. The catalyst is C1COCC1. The product is [CH3:27][NH:28][C:4]([CH2:6][C:7]1[C:16]2[C:11](=[CH:12][C:13]([O:17][CH2:18][C:19]3[CH:24]=[CH:23][CH:22]=[C:21]([Cl:25])[CH:20]=3)=[CH:14][CH:15]=2)[O:10][C:9](=[O:26])[CH:8]=1)=[O:3]. The yield is 0.500.